Dataset: Forward reaction prediction with 1.9M reactions from USPTO patents (1976-2016). Task: Predict the product of the given reaction. (1) Given the reactants [C:1]([N:8]([CH3:14])[C@H:9]([C:11]([OH:13])=O)[CH3:10])([O:3][C:4]([CH3:7])([CH3:6])[CH3:5])=[O:2].CN(C(ON1N=NC2C=CC=NC1=2)=[N+](C)C)C.F[P-](F)(F)(F)(F)F.CCN(C(C)C)C(C)C.[CH2:48]([O:55][C:56]([N:58]1[CH2:62][CH:61]([C:63](=[O:71])[NH:64][C:65]2[CH:70]=[CH:69][CH:68]=[CH:67][CH:66]=2)[CH:60]2[N:72]([C:75](=[O:84])[CH:76]([NH2:83])[CH:77]3[CH2:82][CH2:81][CH2:80][CH2:79][CH2:78]3)[CH2:73][CH2:74][CH:59]12)=[O:57])[C:49]1[CH:54]=[CH:53][CH:52]=[CH:51][CH:50]=1, predict the reaction product. The product is: [CH2:48]([O:55][C:56]([N:58]1[CH2:62][CH:61]([C:63](=[O:71])[NH:64][C:65]2[CH:66]=[CH:67][CH:68]=[CH:69][CH:70]=2)[CH:60]2[N:72]([C:75](=[O:84])[CH:76]([NH:83][C:11](=[O:13])[CH:9]([N:8]([C:1]([O:3][C:4]([CH3:5])([CH3:6])[CH3:7])=[O:2])[CH3:14])[CH3:10])[CH:77]3[CH2:82][CH2:81][CH2:80][CH2:79][CH2:78]3)[CH2:73][CH2:74][CH:59]12)=[O:57])[C:49]1[CH:54]=[CH:53][CH:52]=[CH:51][CH:50]=1. (2) The product is: [C:33]([C:32]1[CH:35]=[CH:36][CH:37]=[CH:38][C:31]=1[CH2:30][N:26]1[C:27]2[C:23](=[CH:22][C:21]([NH:20][C:9]3[C:8]4[C:13](=[CH:14][CH:15]=[CH:16][C:7]=4[O:6][C@H:4]([CH3:5])[C:3]([N:2]([CH3:19])[CH3:1])=[O:18])[N:12]=[CH:11][N:10]=3)=[CH:29][CH:28]=2)[CH:24]=[N:25]1)#[N:34]. Given the reactants [CH3:1][N:2]([CH3:19])[C:3](=[O:18])[C@H:4]([O:6][C:7]1[CH:16]=[CH:15][CH:14]=[C:13]2[C:8]=1[C:9](=O)[NH:10][CH:11]=[N:12]2)[CH3:5].[NH2:20][C:21]1[CH:22]=[C:23]2[C:27](=[CH:28][CH:29]=1)[N:26]([CH2:30][C:31]1[CH:38]=[CH:37][CH:36]=[CH:35][C:32]=1[C:33]#[N:34])[N:25]=[CH:24]2, predict the reaction product. (3) Given the reactants C(O)(=O)C.[CH:5]1([C:8]2[N:13]=[C:12]([C:14](=O)[CH2:15][C:16]3[CH:17]=[C:18]4[C:23](=[CH:24][CH:25]=3)[N:22]=[CH:21][CH:20]=[N:19]4)[CH:11]=[CH:10][N:9]=2)[CH2:7][CH2:6]1.C[N:28]([CH:30](OC)OC)C.O.[NH2:36]N, predict the reaction product. The product is: [CH:5]1([C:8]2[N:13]=[C:12]([C:14]3[C:15]([C:16]4[CH:17]=[C:18]5[C:23](=[CH:24][CH:25]=4)[N:22]=[CH:21][CH:20]=[N:19]5)=[CH:30][NH:28][N:36]=3)[CH:11]=[CH:10][N:9]=2)[CH2:7][CH2:6]1. (4) Given the reactants Cl.[NH2:2][C:3]1([CH3:8])[CH2:7][CH2:6][CH2:5][CH2:4]1.[CH3:9][S:10](Cl)(=[O:12])=[O:11], predict the reaction product. The product is: [CH3:8][C:3]1([NH:2][S:10]([CH3:9])(=[O:12])=[O:11])[CH2:7][CH2:6][CH2:5][CH2:4]1. (5) Given the reactants [OH:1][C:2]1[CH:3]=[C:4]2[C:8](=[CH:9][CH:10]=1)[NH:7][C:6](=[O:11])[CH2:5]2.C1CCN2C(=NCCC2)CC1.Br[CH2:24][C:25]([O:27][CH2:28][CH3:29])=[O:26], predict the reaction product. The product is: [O:11]=[C:6]1[CH2:5][C:4]2[C:8](=[CH:9][CH:10]=[C:2]([O:1][CH2:24][C:25]([O:27][CH2:28][CH3:29])=[O:26])[CH:3]=2)[NH:7]1.